This data is from NCI-60 drug combinations with 297,098 pairs across 59 cell lines. The task is: Regression. Given two drug SMILES strings and cell line genomic features, predict the synergy score measuring deviation from expected non-interaction effect. Drug 1: C1=NC2=C(N1)C(=S)N=C(N2)N. Drug 2: CC(C)CN1C=NC2=C1C3=CC=CC=C3N=C2N. Cell line: EKVX. Synergy scores: CSS=24.6, Synergy_ZIP=-0.312, Synergy_Bliss=-1.41, Synergy_Loewe=-4.28, Synergy_HSA=-2.02.